This data is from Catalyst prediction with 721,799 reactions and 888 catalyst types from USPTO. The task is: Predict which catalyst facilitates the given reaction. (1) Reactant: Cl[C:2]1[C:3]2[S:23](=[O:24])[CH2:22][CH2:21][C:4]=2[N:5]=[C:6]([N:8]2[CH2:13][CH2:12][N:11]([C:14]3[CH:19]=[CH:18][C:17]([Cl:20])=[CH:16][CH:15]=3)[CH2:10][CH2:9]2)[N:7]=1.[OH:25][C@H:26]1[CH2:30][NH:29][C@H:28]([C:31]([O:33][CH3:34])=[O:32])[CH2:27]1.C(N(C(C)C)CC)(C)C.O. Product: [Cl:20][C:17]1[CH:18]=[CH:19][C:14]([N:11]2[CH2:12][CH2:13][N:8]([C:6]3[N:7]=[C:2]([N:29]4[CH2:30][C@H:26]([OH:25])[CH2:27][C@H:28]4[C:31]([O:33][CH3:34])=[O:32])[C:3]4[S:23](=[O:24])[CH2:22][CH2:21][C:4]=4[N:5]=3)[CH2:9][CH2:10]2)=[CH:15][CH:16]=1. The catalyst class is: 346. (2) Reactant: [CH3:1][C:2]1([NH:30]C(=O)OC(C)(C)C)[CH2:20][C:19]2[CH:21]=[C:15]([CH:16]=[CH:17][CH:18]=2)[CH2:14][CH:13]=[CH:12][CH2:11][C:10]2=[CH:22][C:6](=[CH:7][C:8]([N:23]([CH3:28])[S:24]([CH3:27])(=[O:26])=[O:25])=[N:9]2)[CH2:5][O:4][C:3]1=[O:29]. Product: [NH2:30][C:2]1([CH3:1])[CH2:20][C:19]2[CH:21]=[C:15]([CH:16]=[CH:17][CH:18]=2)[CH2:14][CH:13]=[CH:12][CH2:11][C:10]2=[CH:22][C:6](=[CH:7][C:8]([N:23]([CH3:28])[S:24]([CH3:27])(=[O:26])=[O:25])=[N:9]2)[CH2:5][O:4][C:3]1=[O:29].[NH2:30][C:2]1([CH3:1])[CH2:20][C:19]2[CH:21]=[C:15]([CH:16]=[CH:17][CH:18]=2)[CH2:14][CH:13]=[CH:12][CH2:11][C:10]2=[CH:22][C:6](=[CH:7][C:8]([N:23]([CH3:28])[S:24]([CH3:27])(=[O:26])=[O:25])=[N:9]2)[CH2:5][O:4][C:3]1=[O:29]. The catalyst class is: 157. (3) Reactant: [O:1]=[C:2]1[CH:7]=[CH:6][C:5]([C:8]2[C:9]([C:24]3[CH:29]=[CH:28][CH:27]=[CH:26][CH:25]=3)=[N:10][N:11]3[CH:16]=[CH:15][C:14]([O:17][CH2:18][C:19]([O:21]CC)=[O:20])=[CH:13][C:12]=23)=[N:4][N:3]1[CH:30]([CH3:32])[CH3:31].[OH-].[Na+]. Product: [O:1]=[C:2]1[CH:7]=[CH:6][C:5]([C:8]2[C:9]([C:24]3[CH:29]=[CH:28][CH:27]=[CH:26][CH:25]=3)=[N:10][N:11]3[CH:16]=[CH:15][C:14]([O:17][CH2:18][C:19]([OH:21])=[O:20])=[CH:13][C:12]=23)=[N:4][N:3]1[CH:30]([CH3:32])[CH3:31]. The catalyst class is: 14. (4) Reactant: Br[C:2]1[CH:7]=[C:6]([O:8][CH3:9])[CH:5]=[C:4]([Br:10])[CH:3]=1.CCN(CC)CC.[CH3:18][OH:19].CN([CH:23]=[O:24])C. Product: [CH3:18][O:19][C:23](=[O:24])[C:2]1[CH:7]=[C:6]([O:8][CH3:9])[CH:5]=[C:4]([Br:10])[CH:3]=1. The catalyst class is: 140.